This data is from Forward reaction prediction with 1.9M reactions from USPTO patents (1976-2016). The task is: Predict the product of the given reaction. (1) Given the reactants [O:1]([C:8]1[CH:13]=[CH:12][CH:11]=[CH:10][C:9]=1[NH:14][S:15]([C:18]1[CH:30]=[CH:29][C:21]([C:22]([NH:24][CH2:25][C:26]([OH:28])=O)=[O:23])=[CH:20][CH:19]=1)(=[O:17])=[O:16])[C:2]1[CH:7]=[CH:6][CH:5]=[CH:4][CH:3]=1.[CH3:31][C:32]1[C:36]([NH2:37])=[C:35]([CH3:38])[O:34][N:33]=1, predict the reaction product. The product is: [CH3:31][C:32]1[C:36]([NH:37][C:26]([CH2:25][NH:24][C:22](=[O:23])[C:21]2[CH:29]=[CH:30][C:18]([S:15](=[O:16])(=[O:17])[NH:14][C:9]3[CH:10]=[CH:11][CH:12]=[CH:13][C:8]=3[O:1][C:2]3[CH:7]=[CH:6][CH:5]=[CH:4][CH:3]=3)=[CH:19][CH:20]=2)=[O:28])=[C:35]([CH3:38])[O:34][N:33]=1. (2) Given the reactants C(OC(N1CC[C@H](NC2C=CC(NC(C3N=C(C4C=CC=CC=4OC(F)(F)F)OC=3C(F)(F)F)=O)=CN=2)C1)=O)C.C(OC(N1CC(NC(C2N=C(C3C=CC=CC=3)OC=2C(F)(F)F)=O)CC1NC1C=CC=CC=1)=O)C.[C:76]([O:80][C:81]([N:83]1[CH2:87][CH2:86][C@H:85]([NH:88][C:89]2[CH:94]=[CH:93][C:92]([NH:95][C:96]([C:98]3[N:99]=[C:100]([C:107]4[CH:112]=[CH:111][CH:110]=[CH:109][CH:108]=4)[O:101][C:102]=3[C:103]([F:106])([F:105])[F:104])=[O:97])=[CH:91][CH:90]=2)[CH2:84]1)=[O:82])(C)(C)[CH3:77].ClC(OCC)=O, predict the reaction product. The product is: [CH2:76]([O:80][C:81]([N:83]1[CH2:87][CH2:86][C@H:85]([NH:88][C:89]2[CH:90]=[CH:91][C:92]([NH:95][C:96]([C:98]3[N:99]=[C:100]([C:107]4[CH:112]=[CH:111][CH:110]=[CH:109][CH:108]=4)[O:101][C:102]=3[C:103]([F:105])([F:104])[F:106])=[O:97])=[CH:93][CH:94]=2)[CH2:84]1)=[O:82])[CH3:77].